From a dataset of Full USPTO retrosynthesis dataset with 1.9M reactions from patents (1976-2016). Predict the reactants needed to synthesize the given product. Given the product [CH2:27]([N:26]([CH3:25])[CH2:2][CH2:3][CH2:4][CH2:5][CH2:6][N:7]1[C:15]2[C:10](=[CH:11][CH:12]=[CH:13][CH:14]=2)[C:9]2[CH2:16][CH2:17][S:18][C:19]3[CH:24]=[CH:23][CH:22]=[CH:21][C:20]=3[C:8]1=2)[CH2:28][CH2:29][CH3:30], predict the reactants needed to synthesize it. The reactants are: Cl[CH2:2][CH2:3][CH2:4][CH2:5][CH2:6][N:7]1[C:15]2[C:10](=[CH:11][CH:12]=[CH:13][CH:14]=2)[C:9]2[CH2:16][CH2:17][S:18][C:19]3[CH:24]=[CH:23][CH:22]=[CH:21][C:20]=3[C:8]1=2.[CH3:25][NH:26][CH2:27][CH2:28][CH2:29][CH3:30].